The task is: Predict which catalyst facilitates the given reaction.. This data is from Catalyst prediction with 721,799 reactions and 888 catalyst types from USPTO. (1) The catalyst class is: 5. Product: [CH2:1]([O:4][C:5]1[CH:12]=[CH:11][C:8]([CH2:9][OH:10])=[CH:7][C:6]=1[N+:13]([O-:15])=[O:14])[CH:2]=[CH2:3]. Reactant: [CH2:1]([O:4][C:5]1[CH:12]=[CH:11][C:8]([CH:9]=[O:10])=[CH:7][C:6]=1[N+:13]([O-:15])=[O:14])[CH:2]=[CH2:3].[BH4-].[Na+].Cl. (2) Reactant: CS(C)=O.C(Cl)(=O)C(Cl)=O.[CH3:11][N:12]1[CH2:17][CH2:16][C:15]2[S:18][C:19]([CH2:21][OH:22])=[CH:20][C:14]=2[CH2:13]1.C(N(CC)CC)C. Product: [CH3:11][N:12]1[CH2:17][CH2:16][C:15]2[S:18][C:19]([CH:21]=[O:22])=[CH:20][C:14]=2[CH2:13]1. The catalyst class is: 2. (3) Reactant: [Cl:1][C:2]1[CH:7]=[CH:6][C:5]([C:8]([F:11])([F:10])[F:9])=[CH:4][C:3]=1[NH:12][S:13]([C:16]1[CH:21]=[CH:20][C:19]([CH3:22])=[CH:18][CH:17]=1)(=[O:15])=[O:14].Br[CH2:24][C:25]([O:27][CH2:28][CH3:29])=[O:26].C(=O)([O-])[O-].[K+].[K+]. Product: [CH2:28]([O:27][C:25](=[O:26])[CH2:24][N:12]([C:3]1[CH:4]=[C:5]([C:8]([F:10])([F:11])[F:9])[CH:6]=[CH:7][C:2]=1[Cl:1])[S:13]([C:16]1[CH:21]=[CH:20][C:19]([CH3:22])=[CH:18][CH:17]=1)(=[O:15])=[O:14])[CH3:29]. The catalyst class is: 42. (4) Reactant: C(N1C=CN=C1)(N1C=CN=C1)=O.[Cl:13][C:14]1[CH:22]=[C:21]([N+:23]([O-:25])=[O:24])[CH:20]=[CH:19][C:15]=1[C:16](O)=[O:17].[BH4-].[Na+].Cl. Product: [Cl:13][C:14]1[CH:22]=[C:21]([N+:23]([O-:25])=[O:24])[CH:20]=[CH:19][C:15]=1[CH2:16][OH:17]. The catalyst class is: 20. (5) Reactant: [F:1][CH:2]1[C:7]([OH:18])([CH2:8][CH2:9][CH2:10][O:11]C2CCCCO2)[CH2:6][CH2:5][N:4]([C:19]([O:21][C:22]([CH3:25])([CH3:24])[CH3:23])=[O:20])[CH2:3]1.Cl.C(N(CC)CC)C.C(OC(OC(C)(C)C)=O)(OC(C)(C)C)=O. Product: [F:1][CH:2]1[C:7]([OH:18])([CH2:8][CH2:9][CH2:10][OH:11])[CH2:6][CH2:5][N:4]([C:19]([O:21][C:22]([CH3:25])([CH3:24])[CH3:23])=[O:20])[CH2:3]1. The catalyst class is: 4.